From a dataset of Full USPTO retrosynthesis dataset with 1.9M reactions from patents (1976-2016). Predict the reactants needed to synthesize the given product. (1) Given the product [CH3:21][C:19]1[CH:18]=[C:4]([CH:3]=[C:2]([CH3:1])[CH:20]=1)[CH2:5][CH:6]1[C:13]2[CH:12]=[C:11]([C:14]([OH:16])=[O:15])[NH:10][C:9]=2[CH2:8][CH2:7]1, predict the reactants needed to synthesize it. The reactants are: [CH3:1][C:2]1[CH:3]=[C:4]([CH:18]=[C:19]([CH3:21])[CH:20]=1)[CH2:5][CH:6]1[C:13]2[CH:12]=[C:11]([C:14]([O:16]C)=[O:15])[NH:10][C:9]=2[CH2:8][CH2:7]1.O.[OH-].[Li+].CO. (2) Given the product [CH2:1]([N:3]([CH3:4])[S:15]([CH2:14][C:10]1[CH:11]=[CH:12][CH:13]=[C:8]([N+:5]([O-:7])=[O:6])[CH:9]=1)(=[O:16])=[O:17])[CH3:2], predict the reactants needed to synthesize it. The reactants are: [CH2:1]([NH:3][CH3:4])[CH3:2].[N+:5]([C:8]1[CH:9]=[C:10]([CH2:14][S:15](Cl)(=[O:17])=[O:16])[CH:11]=[CH:12][CH:13]=1)([O-:7])=[O:6]. (3) Given the product [CH3:1][C:2]1[N:3]=[C:4]([CH2:7][CH2:8][C:9]#[N:11])[NH:5][CH:6]=1, predict the reactants needed to synthesize it. The reactants are: [CH3:1][C:2]1[N:3]=[C:4]([CH2:7][CH2:8][C:9]([NH2:11])=O)[NH:5][CH:6]=1.O=P12OP3(OP(OP(O3)(O1)=O)(=O)O2)=O. (4) Given the product [Cl:1][C:2]1[N:7]=[C:6]([NH:9][C:10]2[CH:15]=[CH:14][CH:13]=[CH:12][N:11]=2)[CH:5]=[CH:4][N:3]=1, predict the reactants needed to synthesize it. The reactants are: [Cl:1][C:2]1[N:7]=[C:6](Cl)[CH:5]=[CH:4][N:3]=1.[NH2:9][C:10]1[CH:15]=[CH:14][CH:13]=[CH:12][N:11]=1.CCN(C(C)C)C(C)C. (5) Given the product [CH3:4][C:2]([O:5][C:6]([NH:8][C@H:9]([C:14]([O:15][CH2:16][C:17]1[CH:18]=[CH:19][CH:20]=[CH:21][CH:22]=1)=[O:23])[CH2:10][C:11]([O:13][CH2:24][CH3:25])=[O:12])=[O:7])([CH3:1])[CH3:3], predict the reactants needed to synthesize it. The reactants are: [CH3:1][C:2]([O:5][C:6]([NH:8][C@H:9]([C:14](=[O:23])[O:15][CH2:16][C:17]1[CH:22]=[CH:21][CH:20]=[CH:19][CH:18]=1)[CH2:10][C:11]([OH:13])=[O:12])=[O:7])([CH3:4])[CH3:3].[CH2:24](Cl)[CH2:25]Cl.CCO.C([O-])(O)=O.[Na+]. (6) Given the product [C:21]([C@@H:12]1[C@:11]2([CH3:23])[CH:15]([CH:16]3[CH:8]([CH2:9][CH2:10]2)[C@:7]2([CH3:24])[C:19]([CH2:20][C@H:4]([NH:1][C:52](=[O:53])[O:54][C:55]([CH3:56])([CH3:57])[CH3:58])[CH2:5][CH2:6]2)=[CH:18][CH2:17]3)[CH2:14][CH2:13]1)#[CH:22], predict the reactants needed to synthesize it. The reactants are: [N:1]([C@H:4]1[CH2:20][C:19]2[C@@:7]([CH3:24])([CH:8]3[CH:16]([CH2:17][CH:18]=2)[CH:15]2[C@@:11]([CH3:23])([C@@H:12]([C:21]#[CH:22])[CH2:13][CH2:14]2)[CH2:10][CH2:9]3)[CH2:6][CH2:5]1)=[N+]=[N-].C1(P(C2C=CC=CC=2)C2C=CC=CC=2)C=CC=CC=1.[CH3:56][C:55]([O:54][C:52](O[C:52]([O:54][C:55]([CH3:58])([CH3:57])[CH3:56])=[O:53])=[O:53])([CH3:58])[CH3:57]. (7) Given the product [F:1][C:2]([F:17])([F:16])[C:3]1[CH:4]=[C:5]([CH:13]=[CH:14][CH:15]=1)[CH2:6][CH:7]([CH2:11][CH3:12])[C:8]([Cl:20])=[O:9], predict the reactants needed to synthesize it. The reactants are: [F:1][C:2]([F:17])([F:16])[C:3]1[CH:4]=[C:5]([CH:13]=[CH:14][CH:15]=1)[CH2:6][CH:7]([CH2:11][CH3:12])[C:8](O)=[O:9].S(Cl)([Cl:20])=O. (8) The reactants are: [CH:1]1([C:4]2(O)[C:10]3[CH:11]=[CH:12][CH:13]=[N:14][C:9]=3[CH2:8][O:7][C:6]3[CH:15]=[CH:16][CH:17]=[CH:18][C:5]2=3)[CH2:3][CH2:2]1.P(Br)(Br)[Br:21].[Cl-].[Cl-].[Cl-].[Al+3].[C:28](Cl)(=[O:30])[CH3:29]. Given the product [Br:21][CH2:3][CH2:2][CH:1]=[C:4]1[C:10]2[CH:11]=[CH:12][CH:13]=[N:14][C:9]=2[CH2:8][O:7][C:6]2[CH:15]=[CH:16][C:17]([C:28](=[O:30])[CH3:29])=[CH:18][C:5]1=2, predict the reactants needed to synthesize it. (9) Given the product [NH2:1][C:4]1[CH:5]=[N:6][C:7]2[C:12]([C:13]=1[NH:14][CH2:15][CH2:16][C:17]([O:19][CH2:20][CH3:21])=[O:18])=[CH:11][CH:10]=[CH:9][CH:8]=2, predict the reactants needed to synthesize it. The reactants are: [N+:1]([C:4]1[CH:5]=[N:6][C:7]2[C:12]([C:13]=1[NH:14][CH2:15][CH2:16][C:17]([O:19][CH2:20][CH3:21])=[O:18])=[CH:11][CH:10]=[CH:9][CH:8]=2)([O-])=O. (10) Given the product [CH3:19][O:20][C:21](=[O:22])[C:23]([O:16][N:15]=[C:14]([NH2:17])[C:8]1([NH:7][C:6]([O:5][C:1]([CH3:4])([CH3:2])[CH3:3])=[O:18])[CH2:9][CH2:10][O:11][CH2:12][CH2:13]1)=[CH:24][C:25]([O:27][CH3:28])=[O:26], predict the reactants needed to synthesize it. The reactants are: [C:1]([O:5][C:6](=[O:18])[NH:7][C:8]1([C:14]([NH2:17])=[N:15][OH:16])[CH2:13][CH2:12][O:11][CH2:10][CH2:9]1)([CH3:4])([CH3:3])[CH3:2].[CH3:19][O:20][C:21]([C:23]#[C:24][C:25]([O:27][CH3:28])=[O:26])=[O:22].